Dataset: Full USPTO retrosynthesis dataset with 1.9M reactions from patents (1976-2016). Task: Predict the reactants needed to synthesize the given product. (1) Given the product [N+:1]([C:4]1[CH:9]=[C:8]([N:10]2[CH2:14][CH2:13][CH2:12][CH2:11]2)[CH:7]=[CH:6][C:5]=1[NH2:15])([O-:3])=[O:2], predict the reactants needed to synthesize it. The reactants are: [N+:1]([C:4]1[CH:9]=[C:8]([N:10]2[CH2:14][CH2:13][CH2:12][CH2:11]2)[CH:7]=[CH:6][C:5]=1[NH:15]C(=O)C)([O-:3])=[O:2].O.[OH-].[Na+]. (2) Given the product [CH3:17][O:16][CH2:15][CH2:14][O:13][C:4]1[CH:3]=[C:2]([B:18]2[O:22][C:21]([CH3:24])([CH3:23])[C:20]([CH3:26])([CH3:25])[O:19]2)[CH:7]=[CH:6][C:5]=1[O:8][CH2:9][CH2:10][O:11][CH3:12], predict the reactants needed to synthesize it. The reactants are: Br[C:2]1[CH:7]=[CH:6][C:5]([O:8][CH2:9][CH2:10][O:11][CH3:12])=[C:4]([O:13][CH2:14][CH2:15][O:16][CH3:17])[CH:3]=1.[B:18]1([B:18]2[O:22][C:21]([CH3:24])([CH3:23])[C:20]([CH3:26])([CH3:25])[O:19]2)[O:22][C:21]([CH3:24])([CH3:23])[C:20]([CH3:26])([CH3:25])[O:19]1.CC([O-])=O.[K+]. (3) Given the product [OH:37][C:38]1[CH:39]=[CH:40][C:41]([C:44]2[N:48]([CH:49]3[CH2:54][CH2:53][CH2:52][CH2:51][CH2:50]3)[C:47]3[CH:55]=[CH:56][C:57]([C:59]4[N:60]=[N:61][N:62]([C:1]([C:14]5[CH:19]=[CH:18][CH:17]=[CH:16][CH:15]=5)([C:8]5[CH:13]=[CH:12][CH:11]=[CH:10][CH:9]=5)[C:2]5[CH:7]=[CH:6][CH:5]=[CH:4][CH:3]=5)[N:63]=4)=[CH:58][C:46]=3[N:45]=2)=[CH:42][CH:43]=1, predict the reactants needed to synthesize it. The reactants are: [C:1](Cl)([C:14]1[CH:19]=[CH:18][CH:17]=[CH:16][CH:15]=1)([C:8]1[CH:13]=[CH:12][CH:11]=[CH:10][CH:9]=1)[C:2]1[CH:7]=[CH:6][CH:5]=[CH:4][CH:3]=1.C(N(CC)C(C)C)(C)C.[Si]([O:37][C:38]1[CH:43]=[CH:42][C:41]([C:44]2[N:48]([CH:49]3[CH2:54][CH2:53][CH2:52][CH2:51][CH2:50]3)[C:47]3[CH:55]=[CH:56][C:57]([C:59]4[NH:63][N:62]=[N:61][N:60]=4)=[CH:58][C:46]=3[N:45]=2)=[CH:40][CH:39]=1)(C(C)(C)C)(C)C.C(OCC)(=O)C. (4) Given the product [CH3:1][C:2]1[C:3]2[N:9]=[CH:10][NH:8][C:4]=2[CH:5]=[CH:6][CH:7]=1, predict the reactants needed to synthesize it. The reactants are: [CH3:1][C:2]1[CH:7]=[CH:6][CH:5]=[C:4]([NH2:8])[C:3]=1[NH2:9].[C:10]([O-])(O)=O.[Na+]. (5) The reactants are: [N:1]([C:4]1[CH:11]=[CH:10][C:7]([C:8]#[N:9])=[C:6]([C:12]([F:15])([F:14])[F:13])[CH:5]=1)=[C:2]=[S:3].[CH3:16][C:17]([NH:21][C:22]1[CH:27]=[CH:26][CH:25]=[CH:24][CH:23]=1)([CH3:20])[C:18]#N.C[OH:29].Cl. Given the product [C:22]1([N:21]2[C:17]([CH3:16])([CH3:20])[C:18](=[O:29])[N:1]([C:4]3[CH:11]=[CH:10][C:7]([C:8]#[N:9])=[C:6]([C:12]([F:13])([F:15])[F:14])[CH:5]=3)[C:2]2=[S:3])[CH:27]=[CH:26][CH:25]=[CH:24][CH:23]=1, predict the reactants needed to synthesize it. (6) The reactants are: [O:1]1[C:5]2[CH:6]=[CH:7][CH:8]=[CH:9][C:4]=2[CH:3]=[C:2]1[C:10]([NH:12][C:13]1[S:14][CH:15]=[C:16](OS(C(F)(F)F)(=O)=O)[C:17]=1[C:18]([O:20]C(C)(C)C)=[O:19])=[O:11].[CH3:33][C:34]1[C:43]2[C:38](=[CH:39][CH:40]=[CH:41][CH:42]=2)[C:37](B(O)O)=[CH:36][CH:35]=1.C(=O)([O-])[O-].[Na+].[Na+].C(O)C. Given the product [O:1]1[C:5]2[CH:6]=[CH:7][CH:8]=[CH:9][C:4]=2[CH:3]=[C:2]1[C:10]([NH:12][C:13]1[S:14][CH:15]=[C:16]([C:37]2[C:38]3[C:43](=[CH:42][CH:41]=[CH:40][CH:39]=3)[C:34]([CH3:33])=[CH:35][CH:36]=2)[C:17]=1[C:18]([OH:20])=[O:19])=[O:11], predict the reactants needed to synthesize it. (7) Given the product [NH2:8][C:6]1[CH:5]=[C:4]([Cl:11])[C:3]([N:12]2[CH:17]=[CH:16][CH:15]=[CH:14][C:13]2=[O:18])=[C:2]([Cl:1])[CH:7]=1, predict the reactants needed to synthesize it. The reactants are: [Cl:1][C:2]1[CH:7]=[C:6]([N+:8]([O-])=O)[CH:5]=[C:4]([Cl:11])[C:3]=1[N:12]1[CH:17]=[CH:16][CH:15]=[CH:14][C:13]1=[O:18].[NH4+].[Cl-].